This data is from Catalyst prediction with 721,799 reactions and 888 catalyst types from USPTO. The task is: Predict which catalyst facilitates the given reaction. (1) Reactant: [Cl:1][C:2]1[C:6]2[CH:7]=[CH:8][C:9]([N+:11]([O-:13])=[O:12])=[CH:10][C:5]=2[S:4][C:3]=1[C:14]([OH:16])=O.CN(C(ON1N=[N:32][C:27]2[CH:28]=[CH:29][CH:30]=[N:31][C:26]1=2)=[N+](C)C)C.F[P-](F)(F)(F)(F)F.[CH:41](N(CC)C(C)C)(C)[CH3:42].CN(C=O)C. Product: [N:31]12[CH2:30][CH2:29][CH:28]([CH2:41][CH2:42]1)[C@@H:27]([NH:32][C:14]([C:3]1[S:4][C:5]3[CH:10]=[C:9]([N+:11]([O-:13])=[O:12])[CH:8]=[CH:7][C:6]=3[C:2]=1[Cl:1])=[O:16])[CH2:26]2. The catalyst class is: 5. (2) Reactant: [S:1]1[C:5]2[CH:6]=[C:7]([NH:10][C:11]3[N:16]=[CH:15][C:14]([C:17]4[O:18][C:19]([CH:27]([CH3:29])[CH3:28])=[C:20]([C:22](OCC)=[O:23])[N:21]=4)=[C:13]([NH:30][CH:31]([CH3:33])[CH3:32])[CH:12]=3)[CH:8]=[CH:9][C:4]=2[N:3]=[CH:2]1.[H-].[H-].[H-].[H-].[Li+].[Al+3]. Product: [S:1]1[C:5]2[CH:6]=[C:7]([NH:10][C:11]3[N:16]=[CH:15][C:14]([C:17]4[O:18][C:19]([CH:27]([CH3:29])[CH3:28])=[C:20]([CH2:22][OH:23])[N:21]=4)=[C:13]([NH:30][CH:31]([CH3:33])[CH3:32])[CH:12]=3)[CH:8]=[CH:9][C:4]=2[N:3]=[CH:2]1. The catalyst class is: 7.